Dataset: Full USPTO retrosynthesis dataset with 1.9M reactions from patents (1976-2016). Task: Predict the reactants needed to synthesize the given product. (1) The reactants are: [O:1]1[CH2:6][CH2:5][CH:4]([NH2:7])[CH2:3][CH2:2]1.Cl[C:9]1[N:16]=[C:15]([C:17]([F:20])([F:19])[F:18])[CH:14]=[CH:13][C:10]=1[C:11]#[N:12].C(O)C. Given the product [O:1]1[CH2:6][CH2:5][CH:4]([NH:7][C:9]2[N:16]=[C:15]([C:17]([F:20])([F:18])[F:19])[CH:14]=[CH:13][C:10]=2[C:11]#[N:12])[CH2:3][CH2:2]1, predict the reactants needed to synthesize it. (2) Given the product [CH2:1]([O:3][C:4](=[O:31])[CH:5]([S:38][C:32]1[CH:37]=[CH:36][CH:35]=[CH:34][CH:33]=1)[CH2:6][C:7]1[CH:12]=[CH:11][C:10]([CH2:13][CH2:14][N:15]([C:23]([O:25][C:26]([CH3:29])([CH3:28])[CH3:27])=[O:24])[CH2:16][CH2:17][CH2:18][CH2:19][CH2:20][CH2:21][CH3:22])=[CH:9][CH:8]=1)[CH3:2], predict the reactants needed to synthesize it. The reactants are: [CH2:1]([O:3][C:4](=[O:31])[CH:5](O)[CH2:6][C:7]1[CH:12]=[CH:11][C:10]([CH2:13][CH2:14][N:15]([C:23]([O:25][C:26]([CH3:29])([CH3:28])[CH3:27])=[O:24])[CH2:16][CH2:17][CH2:18][CH2:19][CH2:20][CH2:21][CH3:22])=[CH:9][CH:8]=1)[CH3:2].[C:32]1([SH:38])[CH:37]=[CH:36][CH:35]=[CH:34][CH:33]=1. (3) Given the product [Br:1][C:2]1[C:11]([O:12][CH2:33][C:34]#[N:35])=[CH:10][CH:9]=[C:8]2[C:3]=1[CH:4]=[CH:5][C:6]([CH2:13][N:14]([CH3:31])[C:15]([C:17]1[C:25]3[C:20](=[CH:21][CH:22]=[CH:23][CH:24]=3)[N:19]([CH3:26])[C:18]=1[CH2:27][CH2:28][CH2:29][CH3:30])=[O:16])=[CH:7]2, predict the reactants needed to synthesize it. The reactants are: [Br:1][C:2]1[C:11]([OH:12])=[CH:10][CH:9]=[C:8]2[C:3]=1[CH:4]=[CH:5][C:6]([CH2:13][N:14]([CH3:31])[C:15]([C:17]1[C:25]3[C:20](=[CH:21][CH:22]=[CH:23][CH:24]=3)[N:19]([CH3:26])[C:18]=1[CH2:27][CH2:28][CH2:29][CH3:30])=[O:16])=[CH:7]2.Br[CH2:33][C:34]#[N:35].C(=O)([O-])[O-].[K+].[K+]. (4) Given the product [CH3:11][C:6]1([C:7]([F:10])([F:9])[F:8])[NH:15][NH:14][C:4](=[O:3])[CH2:5]1, predict the reactants needed to synthesize it. The reactants are: C([O:3][C:4](=O)[CH:5]=[C:6]([CH3:11])[C:7]([F:10])([F:9])[F:8])C.O.[NH2:14][NH2:15]. (5) The reactants are: [Br:1][C:2]1[N:3]=[C:4]([CH:12]2[CH2:17][CH2:16][NH:15][CH2:14][CH2:13]2)[N:5]2[CH:10]=[CH:9][N:8]=[C:7]([CH3:11])[C:6]=12.C(N(CC)CC)C.Cl[CH2:26][C:27]([N:29]([CH3:31])[CH3:30])=[O:28].O. Given the product [Br:1][C:2]1[N:3]=[C:4]([CH:12]2[CH2:17][CH2:16][N:15]([CH2:26][C:27]([N:29]([CH3:31])[CH3:30])=[O:28])[CH2:14][CH2:13]2)[N:5]2[CH:10]=[CH:9][N:8]=[C:7]([CH3:11])[C:6]=12, predict the reactants needed to synthesize it. (6) Given the product [CH3:6][C:4]([NH:7][C:8](=[O:17])[O:9][CH2:10][C:11]1[CH:16]=[CH:15][CH:14]=[CH:13][CH:12]=1)([CH2:3][CH:2]=[O:1])[CH3:5], predict the reactants needed to synthesize it. The reactants are: [OH:1][CH2:2][CH2:3][C:4]([NH:7][C:8](=[O:17])[O:9][CH2:10][C:11]1[CH:16]=[CH:15][CH:14]=[CH:13][CH:12]=1)([CH3:6])[CH3:5]. (7) Given the product [CH2:1]([O:3][CH2:4][CH2:5][O:6][C:7]1[CH:8]=[C:9]([CH3:33])[C:10]([C:14]2[CH:19]=[CH:18][CH:17]=[C:16]([CH2:20][NH:21][C:22]3[CH:23]=[CH:24][C:25]([O:26][CH2:27][C:28]([N:36]([O:37][CH3:38])[CH3:35])=[O:30])=[CH:31][CH:32]=3)[CH:15]=2)=[C:11]([CH3:13])[CH:12]=1)[CH3:2], predict the reactants needed to synthesize it. The reactants are: [CH2:1]([O:3][CH2:4][CH2:5][O:6][C:7]1[CH:12]=[C:11]([CH3:13])[C:10]([C:14]2[CH:19]=[CH:18][CH:17]=[C:16]([CH2:20][NH:21][C:22]3[CH:32]=[CH:31][C:25]([O:26][CH2:27][C:28]([OH:30])=O)=[CH:24][CH:23]=3)[CH:15]=2)=[C:9]([CH3:33])[CH:8]=1)[CH3:2].Cl.[CH3:35][NH:36][O:37][CH3:38].C(N(CC)CC)C.ON1C2C=CC=CC=2N=N1.Cl.C(N=C=NCCCN(C)C)C. (8) Given the product [C:8]([O:7][C@@H:6]1[C@@H:11]([O:12][C:13](=[O:15])[CH3:14])[C@H:16]([O:17][C:18](=[O:20])[CH3:19])[C@@H:21]([CH2:23][N:24]=[N+:25]=[N-:26])[O:22][C@@H:5]1[OH:4])(=[O:10])[CH3:9], predict the reactants needed to synthesize it. The reactants are: C([O:4][C@H:5]1[O:22][C@H:21]([CH2:23][N:24]=[N+:25]=[N-:26])[C@@H:16]([O:17][C:18](=[O:20])[CH3:19])[C@H:11]([O:12][C:13](=[O:15])[CH3:14])[C@H:6]1[O:7][C:8](=[O:10])[CH3:9])(=O)C.C(N)C1C=CC=CC=1. (9) Given the product [Br:1][C:2]1[CH:6]=[CH:5][N:4]([NH:7][C:8](=[O:19])[C@@H:9]([NH:11][C:12](=[O:13])[O:14][C:15]([CH3:16])([CH3:17])[CH3:18])[CH3:10])[C:3]=1[C:20](=[O:22])[NH:31][CH2:30][C:25]1[CH:26]=[CH:27][CH:28]=[CH:29][N:24]=1, predict the reactants needed to synthesize it. The reactants are: [Br:1][C:2]1[CH:6]=[CH:5][N:4]([NH:7][C:8](=[O:19])[C@@H:9]([NH:11][C:12]([O:14][C:15]([CH3:18])([CH3:17])[CH3:16])=[O:13])[CH3:10])[C:3]=1[C:20]([O:22]C)=O.[N:24]1[CH:29]=[CH:28][CH:27]=[CH:26][C:25]=1[CH2:30][NH2:31]. (10) Given the product [N:3]1[CH:4]=[CH:5][CH:6]=[CH:7][C:2]=1[C:14]1[CH:15]=[C:16]([CH:19]=[CH:20][CH:21]=1)[CH:17]=[O:18], predict the reactants needed to synthesize it. The reactants are: Br[C:2]1[CH:7]=[CH:6][CH:5]=[CH:4][N:3]=1.[Li]CCCC.Br[C:14]1[CH:15]=[C:16]([CH:19]=[CH:20][CH:21]=1)[CH:17]=[O:18].Cl.